This data is from Full USPTO retrosynthesis dataset with 1.9M reactions from patents (1976-2016). The task is: Predict the reactants needed to synthesize the given product. Given the product [O:23]1[C:32]2[CH:31]=[C:30]([CH2:33][NH:1][CH2:2][C@H:3]3[CH2:7][N:6]([CH2:8][CH2:9][C:10]4[C:19]5[C:14](=[CH:15][CH:16]=[C:17]([O:20][CH3:21])[N:18]=5)[N:13]=[CH:12][CH:11]=4)[CH2:5][C@H:4]3[OH:22])[N:29]=[CH:28][C:27]=2[O:26][CH2:25][CH2:24]1, predict the reactants needed to synthesize it. The reactants are: [NH2:1][CH2:2][C@H:3]1[CH2:7][N:6]([CH2:8][CH2:9][C:10]2[C:19]3[C:14](=[CH:15][CH:16]=[C:17]([O:20][CH3:21])[N:18]=3)[N:13]=[CH:12][CH:11]=2)[CH2:5][C@H:4]1[OH:22].[O:23]1[C:32]2[CH:31]=[C:30]([CH:33]=O)[N:29]=[CH:28][C:27]=2[O:26][CH2:25][CH2:24]1.[BH-](OC(C)=O)(OC(C)=O)OC(C)=O.[Na+].